Dataset: Reaction yield outcomes from USPTO patents with 853,638 reactions. Task: Predict the reaction yield, written as a fraction of the theoretical maximum amount of product (1.0 means a 100% yield; for example, 0.34 means a 34% yield). (1) The reactants are O=[C:2]1[NH:9][CH2:8][CH:7]2[N:10]([C:11]([O:13][C:14]([CH3:17])([CH3:16])[CH3:15])=[O:12])[CH:3]1[CH2:4][CH2:5][CH2:6]2.COC1C=CC(P2(SP(C3C=CC(OC)=CC=3)(=S)S2)=[S:27])=CC=1. The catalyst is C1COCC1. The product is [S:27]=[C:2]1[NH:9][CH2:8][CH:7]2[N:10]([C:11]([O:13][C:14]([CH3:17])([CH3:16])[CH3:15])=[O:12])[CH:3]1[CH2:4][CH2:5][CH2:6]2. The yield is 0.790. (2) The reactants are [CH3:1][C:2]([CH3:8])([CH3:7])[CH2:3][C:4](Cl)=[O:5].[CH2:9](N(CC)CC)C.[Br:16][C:17]1[CH:23]=[C:22]([C:24](F)(F)F)[C:20]([NH2:21])=[C:19](Cl)[CH:18]=1.O. The product is [Br:16][C:17]1[CH:23]=[C:22]([CH3:24])[C:20]([NH:21][C:4](=[O:5])[CH2:3][C:2]([CH3:8])([CH3:7])[CH3:1])=[C:19]([CH3:9])[CH:18]=1. The catalyst is C(#N)C. The yield is 1.00. (3) The reactants are [CH3:1][O:2][C:3]1[CH:4]=[C:5]([CH:7]=[C:8]([O:10][CH3:11])[CH:9]=1)[NH2:6].[F:12][C:13]([F:20])([F:19])[C:14](OCC)=[O:15]. The catalyst is O1CCCC1. The product is [CH3:11][O:10][C:8]1[CH:7]=[C:5]([NH:6][C:14](=[O:15])[C:13]([F:20])([F:19])[F:12])[CH:4]=[C:3]([O:2][CH3:1])[CH:9]=1. The yield is 0.980. (4) The reactants are [Na].[CH3:2][CH:3]([C:9](OCC)=O)[C:4]([O:6]CC)=O.[Br:14][C:15]1[CH:16]=[CH:17][C:18]([CH3:23])=[C:19]([CH:22]=1)CCl.[OH-].[K+].O=S(Cl)[Cl:28]. The catalyst is C(O)C.O. The product is [Br:14][C:15]1[CH:22]=[CH:19][C:18]([CH3:23])=[C:17]([CH2:9][CH:3]([CH3:2])[C:4]([Cl:28])=[O:6])[CH:16]=1. The yield is 0.750. (5) The reactants are [NH:1]1[C:9]2[C:4](=[CH:5][CH:6]=[C:7]([C:10]([O:12][CH3:13])=[O:11])[CH:8]=2)[CH:3]=[N:2]1.[I:14]I.[OH-].[K+]. The catalyst is CC(N(C)C)=O. The product is [I:14][C:3]1[C:4]2[C:9](=[CH:8][C:7]([C:10]([O:12][CH3:13])=[O:11])=[CH:6][CH:5]=2)[NH:1][N:2]=1. The yield is 0.620. (6) The reactants are [C:1]([O:4][CH2:5][C:6]1[C:11]([CH2:12][C:13]2[C:14](=[O:18])[O:15][CH2:16][CH:17]=2)=[CH:10][CH:9]=[C:8]([C:19]([O:21][C:22]([CH3:25])([CH3:24])[CH3:23])=[O:20])[C:7]=1[CH3:26])(=[O:3])[CH3:2].[H][H]. The catalyst is C(OCC)(=O)C.CO. The product is [C:1]([O:4][CH2:5][C:6]1[C:11]([CH2:12][C@H:13]2[CH2:17][CH2:16][O:15][C:14]2=[O:18])=[CH:10][CH:9]=[C:8]([C:19]([O:21][C:22]([CH3:25])([CH3:24])[CH3:23])=[O:20])[C:7]=1[CH3:26])(=[O:3])[CH3:2]. The yield is 0.690. (7) The reactants are [N+:1]1([O-])[CH:6]=[CH:5][CH:4]=[C:3]2[CH2:7][CH2:8][CH2:9][C:2]=12.P(Cl)(Cl)([Cl:13])=O. No catalyst specified. The product is [Cl:13][C:4]1[CH:5]=[CH:6][N:1]=[C:2]2[CH2:9][CH2:8][CH2:7][C:3]=12. The yield is 0.930. (8) The reactants are [F:1][C:2]1[C:10]([O:11][C:12]2[C:17]3=[C:18]([CH3:22])[C:19]([O-:21])=[CH:20][N:16]3[N:15]=[CH:14][N:13]=2)=[CH:9][CH:8]=[C:7]2[C:3]=1[CH:4]=[C:5]([CH3:23])[NH:6]2.[K+].F[C:26]1[C:34]([O:35]C2C3=[C:26](C)[C:34]([OH:35])=[CH:33]N3N=CN=2)=[CH:33]C=C2C=1C=C(C)N2.C[O-].[K+].ClCC(=O)C.C(=O)([O-])[O-].[K+].[K+]. The catalyst is CN(C)C=O.CO.O. The product is [F:1][C:2]1[C:10]([O:11][C:12]2[C:17]3=[C:18]([CH3:22])[C:19]([O:21][CH2:33][C:34](=[O:35])[CH3:26])=[CH:20][N:16]3[N:15]=[CH:14][N:13]=2)=[CH:9][CH:8]=[C:7]2[C:3]=1[CH:4]=[C:5]([CH3:23])[NH:6]2. The yield is 0.952.